From a dataset of Full USPTO retrosynthesis dataset with 1.9M reactions from patents (1976-2016). Predict the reactants needed to synthesize the given product. (1) Given the product [CH3:24][O:25][C:26]1[N:31]=[C:30]2[N:32]([C:35]3[S:39][C:38]([C:40]([O:42][CH3:43])=[O:41])=[C:37]([O:44][CH2:54][C:55]4[CH:60]=[CH:59][CH:58]=[CH:57][C:56]=4[C:61]([F:62])([F:63])[F:64])[CH:36]=3)[CH:33]=[N:34][C:29]2=[CH:28][C:27]=1[O:45][CH3:46], predict the reactants needed to synthesize it. The reactants are: COC1N=C2N=CN(C3SC(C(OC)=O)=C(O)C=3)C2=CC=1OC.[CH3:24][O:25][C:26]1[N:31]=[C:30]2[N:32]([C:35]3[S:39][C:38]([C:40]([O:42][CH3:43])=[O:41])=[C:37]([OH:44])[CH:36]=3)[CH:33]=[N:34][C:29]2=[CH:28][C:27]=1[O:45][CH3:46].C([O-])([O-])=O.[K+].[K+].Br[CH2:54][C:55]1[CH:60]=[CH:59][CH:58]=[CH:57][C:56]=1[C:61]([F:64])([F:63])[F:62]. (2) Given the product [Cl:20][C:12]1[C:6]2[CH:5]=[C:4]([Cl:3])[CH:17]=[CH:16][C:7]=2[N:8]([CH3:15])[C:9](=[O:14])[CH2:10][N:11]=1, predict the reactants needed to synthesize it. The reactants are: N#N.[Cl:3][C:4]1[CH:17]=[CH:16][C:7]2[N:8]([CH3:15])[C:9](=[O:14])[CH2:10][NH:11][C:12](=O)[C:6]=2[CH:5]=1.O=P(Cl)(Cl)[Cl:20]. (3) Given the product [C:1]([N:8]1[CH2:13][CH2:12][N:11]([C:14]2[CH:19]=[CH:18][CH:17]=[CH:16][C:15]=2[NH:20][S:32]([CH2:31][CH2:30][CH2:29][Cl:28])(=[O:34])=[O:33])[CH2:10][CH2:9]1)([O:3][C:4]([CH3:7])([CH3:6])[CH3:5])=[O:2], predict the reactants needed to synthesize it. The reactants are: [C:1]([N:8]1[CH2:13][CH2:12][N:11]([C:14]2[CH:19]=[CH:18][CH:17]=[CH:16][C:15]=2[NH2:20])[CH2:10][CH2:9]1)([O:3][C:4]([CH3:7])([CH3:6])[CH3:5])=[O:2].CCN(CC)CC.[Cl:28][CH2:29][CH2:30][CH2:31][S:32](Cl)(=[O:34])=[O:33]. (4) Given the product [CH2:1]([O:8][N:9]1[C:13]([Sn:19]([CH2:24][CH2:25][CH2:26][CH3:27])([CH2:28][CH2:29][CH2:30][CH3:31])[CH2:20][CH2:21][CH2:22][CH3:23])=[CH:12][CH:11]=[N:10]1)[C:2]1[CH:3]=[CH:4][CH:5]=[CH:6][CH:7]=1, predict the reactants needed to synthesize it. The reactants are: [CH2:1]([O:8][N:9]1[CH:13]=[CH:12][CH:11]=[N:10]1)[C:2]1[CH:7]=[CH:6][CH:5]=[CH:4][CH:3]=1.[Li]CCCC.[Sn:19](Cl)([CH2:28][CH2:29][CH2:30][CH3:31])([CH2:24][CH2:25][CH2:26][CH3:27])[CH2:20][CH2:21][CH2:22][CH3:23]. (5) Given the product [CH:26]12[CH2:27][CH:22]1[CH2:23][N:24]([C:28]1[N:29]=[CH:30][C:31]([NH:34][C:19]([C:6]3[N:7]([CH2:11][C:12]4[CH:17]=[CH:16][CH:15]=[C:14]([F:18])[CH:13]=4)[C:8]4[C:4]([CH:5]=3)=[CH:3][C:2]([F:1])=[CH:10][CH:9]=4)=[O:21])=[CH:32][CH:33]=1)[CH2:25]2, predict the reactants needed to synthesize it. The reactants are: [F:1][C:2]1[CH:3]=[C:4]2[C:8](=[CH:9][CH:10]=1)[N:7]([CH2:11][C:12]1[CH:17]=[CH:16][CH:15]=[C:14]([F:18])[CH:13]=1)[C:6]([C:19]([OH:21])=O)=[CH:5]2.[CH:22]12[CH2:27][CH:26]1[CH2:25][N:24]([C:28]1[CH:33]=[CH:32][C:31]([NH2:34])=[CH:30][N:29]=1)[CH2:23]2. (6) Given the product [Cl:6][C:7]1[N:8]([CH2:18][CH:17]([OH:19])[CH2:15][Cl:16])[CH:9]=[C:10]([N+:12]([O-:14])=[O:13])[N:11]=1, predict the reactants needed to synthesize it. The reactants are: C(=O)([O-])O.[Na+].[Cl:6][C:7]1[NH:8][CH:9]=[C:10]([N+:12]([O-:14])=[O:13])[N:11]=1.[CH2:15]([CH:17]1[O:19][CH2:18]1)[Cl:16]. (7) The reactants are: [Br:1][C:2]1[CH:7]=[C:6]([Cl:8])[CH:5]=[CH:4][C:3]=1[CH2:9][OH:10].[Cl:11][C:12]1[CH:17]=[C:16](CCl)[N:15]=[C:14]([NH2:20])[N:13]=1.C([O-])([O-])=O.[K+].[K+]. Given the product [Br:1][C:2]1[CH:7]=[C:6]([Cl:8])[CH:5]=[CH:4][C:3]=1[CH2:9][O:10][C:16]1[CH:17]=[C:12]([Cl:11])[N:13]=[C:14]([NH2:20])[N:15]=1, predict the reactants needed to synthesize it.